From a dataset of Reaction yield outcomes from USPTO patents with 853,638 reactions. Predict the reaction yield, written as a fraction of the theoretical maximum amount of product (1.0 means a 100% yield; for example, 0.34 means a 34% yield). (1) The reactants are [OH:1][C:2]1[CH:11]=[C:10]2[C:5]([C:6]([O:12][C:13]3[CH:18]=[CH:17][C:16]([NH:19][C:20](=[O:27])[C:21]4[CH:26]=[CH:25][CH:24]=[CH:23][CH:22]=4)=[CH:15][CH:14]=3)=[CH:7][CH:8]=[N:9]2)=[CH:4][C:3]=1[O:28][CH3:29].[CH:30]1([O:36][C:37](=[O:50])[C@@H:38]([NH:42][C:43]([O:45][C:46]([CH3:49])([CH3:48])[CH3:47])=[O:44])[CH2:39][CH2:40]Br)[CH2:35][CH2:34][CH2:33][CH2:32][CH2:31]1.C([O-])([O-])=O.[K+].[K+]. The catalyst is CN(C=O)C. The product is [CH:30]1([O:36][C:37](=[O:50])[C@@H:38]([NH:42][C:43]([O:45][C:46]([CH3:49])([CH3:48])[CH3:47])=[O:44])[CH2:39][CH2:40][O:1][C:2]2[CH:11]=[C:10]3[C:5]([C:6]([O:12][C:13]4[CH:14]=[CH:15][C:16]([NH:19][C:20](=[O:27])[C:21]5[CH:26]=[CH:25][CH:24]=[CH:23][CH:22]=5)=[CH:17][CH:18]=4)=[CH:7][CH:8]=[N:9]3)=[CH:4][C:3]=2[O:28][CH3:29])[CH2:31][CH2:32][CH2:33][CH2:34][CH2:35]1. The yield is 0.620. (2) The reactants are [Si:1]([O:8][CH:9]1[CH2:26][C:12]2([C:27]3[CH:28]=[C:29]([C:33]4[CH:38]=[CH:37][CH:36]=[C:35]([O:39][CH3:40])[CH:34]=4)[CH:30]=[CH:31][CH:32]=3)[N:13]=[C:14]([NH:17]C(=O)C3C=CC=CC=3)[S:15][CH2:16][CH:11]2[CH2:10]1)([C:4]([CH3:7])([CH3:6])[CH3:5])([CH3:3])[CH3:2].NN. The catalyst is C(O)C.C(OCC)(=O)C. The product is [Si:1]([O:8][CH:9]1[CH2:26][C:12]2([C:27]3[CH:28]=[C:29]([C:33]4[CH:38]=[CH:37][CH:36]=[C:35]([O:39][CH3:40])[CH:34]=4)[CH:30]=[CH:31][CH:32]=3)[N:13]=[C:14]([NH2:17])[S:15][CH2:16][CH:11]2[CH2:10]1)([C:4]([CH3:7])([CH3:6])[CH3:5])([CH3:3])[CH3:2]. The yield is 1.00. (3) The reactants are [Cl:1][C:2]1[CH:7]=[C:6](Cl)[N:5]2[N:9]=[CH:10][CH:11]=[C:4]2[N:3]=1.[NH2:12][CH:13]1[CH2:18][CH2:17][N:16]([C:19]([O:21][C:22]([CH3:25])([CH3:24])[CH3:23])=[O:20])[CH2:15][CH2:14]1.C(N(CC)CC)C.C(#N)C. The catalyst is O. The product is [Cl:1][C:2]1[CH:7]=[C:6]([NH:12][CH:13]2[CH2:14][CH2:15][N:16]([C:19]([O:21][C:22]([CH3:25])([CH3:24])[CH3:23])=[O:20])[CH2:17][CH2:18]2)[N:5]2[N:9]=[CH:10][CH:11]=[C:4]2[N:3]=1. The yield is 1.00.